Dataset: Forward reaction prediction with 1.9M reactions from USPTO patents (1976-2016). Task: Predict the product of the given reaction. (1) Given the reactants [C:1]([C:3]1[CH:8]=[CH:7][C:6]([CH:9]2[C:18]3[C:13](=[CH:14][CH:15]=[N:16][C:17]=3[O:19][CH2:20][CH3:21])[NH:12][C:11]([CH3:22])=[C:10]2[C:23]([O:25]CCC#N)=[O:24])=[C:5]([O:30][CH3:31])[CH:4]=1)#[N:2].[OH-].[Na+].C(OCC)C.O, predict the reaction product. The product is: [C:1]([C:3]1[CH:8]=[CH:7][C:6]([CH:9]2[C:18]3[C:13](=[CH:14][CH:15]=[N:16][C:17]=3[O:19][CH2:20][CH3:21])[NH:12][C:11]([CH3:22])=[C:10]2[C:23]([OH:25])=[O:24])=[C:5]([O:30][CH3:31])[CH:4]=1)#[N:2]. (2) Given the reactants [F:1][C:2]([F:31])([C:25]1[CH:30]=[CH:29][CH:28]=[CH:27][CH:26]=1)[CH2:3][O:4][C:5]1[CH:6]=[CH:7][C:8]([C:11]([C:14]2([C:17]3[CH:22]=[CH:21][C:20]([F:23])=[CH:19][C:18]=3[F:24])[CH2:16][O:15]2)([F:13])[F:12])=[N:9][CH:10]=1.[NH:32]1[CH:36]=[N:35][N:34]=[N:33]1.C([O-])([O-])=O.[K+].[K+].N#N.[NH4+].[Cl-], predict the reaction product. The product is: [F:31][C:2]([F:1])([C:25]1[CH:30]=[CH:29][CH:28]=[CH:27][CH:26]=1)[CH2:3][O:4][C:5]1[CH:6]=[CH:7][C:8]([C:11]([F:13])([F:12])[C:14]([C:17]2[CH:22]=[CH:21][C:20]([F:23])=[CH:19][C:18]=2[F:24])([OH:15])[CH2:16][N:32]2[CH:36]=[N:35][N:34]=[N:33]2)=[N:9][CH:10]=1. (3) Given the reactants [NH3:1].C([O:4][C:5](=O)[CH2:6][C:7]1[N:11]2[CH:12]=[CH:13][CH:14]=[CH:15][C:10]2=[N:9][CH:8]=1)C, predict the reaction product. The product is: [N:9]1[CH:8]=[C:7]([CH2:6][C:5]([NH2:1])=[O:4])[N:11]2[CH:12]=[CH:13][CH:14]=[CH:15][C:10]=12. (4) The product is: [CH:1]([C:3]1[CH:4]=[C:5]([CH:10]=[CH:11][C:12]=1[O:13][CH:21]([CH3:23])[CH3:22])[C:6]([O:8][CH3:9])=[O:7])=[O:2]. Given the reactants [CH:1]([C:3]1[CH:4]=[C:5]([CH:10]=[CH:11][C:12]=1[OH:13])[C:6]([O:8][CH3:9])=[O:7])=[O:2].C(=O)([O-])[O-].[K+].[K+].I[CH:21]([CH3:23])[CH3:22], predict the reaction product. (5) Given the reactants [CH3:1][C:2]1[CH2:7][CH2:6][CH2:5][C:4]([CH3:9])([CH3:8])[C:3]=1/[CH:10]=[CH:11]/[C:12](/[CH3:22])=[CH:13]/[CH:14]=[CH:15]/[C:16](/[CH3:21])=[CH:17]/[C:18]([OH:20])=O.C(Cl)(=O)C(Cl)=O.[CH:29]1([NH:32][C:33]([NH:35][C:36]2[CH:41]=[CH:40][C:39]([O:42][C:43]3[CH:48]=[CH:47][N:46]=[C:45]4[CH:49]=[C:50]([C:52]5[CH:57]=[CH:56][C:55]([CH2:58][N:59]6[CH2:64][CH2:63][NH:62][CH2:61][CH2:60]6)=[CH:54][N:53]=5)[S:51][C:44]=34)=[C:38]([F:65])[CH:37]=2)=[O:34])[CH2:31][CH2:30]1.C(N(CC)CC)C, predict the reaction product. The product is: [CH:29]1([NH:32][C:33]([NH:35][C:36]2[CH:41]=[CH:40][C:39]([O:42][C:43]3[CH:48]=[CH:47][N:46]=[C:45]4[CH:49]=[C:50]([C:52]5[CH:57]=[CH:56][C:55]([CH2:58][N:59]6[CH2:60][CH2:61][N:62]([C:18](=[O:20])/[CH:17]=[C:16](\[CH3:21])/[CH:15]=[CH:14]/[CH:13]=[C:12](\[CH3:22])/[CH:11]=[CH:10]/[C:3]7[C:4]([CH3:8])([CH3:9])[CH2:5][CH2:6][CH2:7][C:2]=7[CH3:1])[CH2:63][CH2:64]6)=[CH:54][N:53]=5)[S:51][C:44]=34)=[C:38]([F:65])[CH:37]=2)=[O:34])[CH2:31][CH2:30]1. (6) Given the reactants [CH3:1][O:2][C:3]([C:5]1([C:9]2[CH:14]=[CH:13][C:12]([NH:15][C:16]3[CH:21]=[C:20]([NH:22][C:23]([CH3:26])([CH3:25])[CH3:24])[N:19]=[C:18](Cl)[N:17]=3)=[CH:11][CH:10]=2)[CH2:8][CH2:7][CH2:6]1)=[O:4].[C:28]1(B(O)O)[CH:33]=[CH:32][CH:31]=[CH:30][CH:29]=1.C(=O)([O-])[O-].[Na+].[Na+], predict the reaction product. The product is: [CH3:1][O:2][C:3]([C:5]1([C:9]2[CH:14]=[CH:13][C:12]([NH:15][C:16]3[CH:21]=[C:20]([NH:22][C:23]([CH3:26])([CH3:25])[CH3:24])[N:19]=[C:18]([C:28]4[CH:33]=[CH:32][CH:31]=[CH:30][CH:29]=4)[N:17]=3)=[CH:11][CH:10]=2)[CH2:8][CH2:7][CH2:6]1)=[O:4]. (7) Given the reactants [CH2:1]([O:3][CH:4]=[CH:5][C:6](Cl)=[O:7])[CH3:2].[NH2:9][C:10]1[CH:11]=[CH:12][C:13]([Cl:19])=[C:14]([CH:18]=1)[C:15]([OH:17])=[O:16], predict the reaction product. The product is: [Cl:19][C:13]1[CH:12]=[CH:11][C:10]([NH:9][C:6](=[O:7])[CH:5]=[CH:4][O:3][CH2:1][CH3:2])=[CH:18][C:14]=1[C:15]([OH:17])=[O:16]. (8) Given the reactants [N:1]([CH2:4][C:5]1[CH:10]=[CH:9][C:8]([N+:11]([O-:13])=[O:12])=[C:7]([O:14][CH3:15])[CH:6]=1)=[N+]=[N-].C1(P(C2C=CC=CC=2)C2C=CC=CC=2)C=CC=CC=1.O.[CH3:36][C:37]([O:40][C:41](O[C:41]([O:40][C:37]([CH3:39])([CH3:38])[CH3:36])=[O:42])=[O:42])([CH3:39])[CH3:38], predict the reaction product. The product is: [C:37]([O:40][C:41](=[O:42])[NH:1][CH2:4][C:5]1[CH:10]=[CH:9][C:8]([N+:11]([O-:13])=[O:12])=[C:7]([O:14][CH3:15])[CH:6]=1)([CH3:39])([CH3:38])[CH3:36].